This data is from Reaction yield outcomes from USPTO patents with 853,638 reactions. The task is: Predict the reaction yield, written as a fraction of the theoretical maximum amount of product (1.0 means a 100% yield; for example, 0.34 means a 34% yield). (1) The reactants are FC1C=C(F)C=CC=1C1C=C(COS(C)(=O)=O)C(=O)N(CC(C)C)N=1.[CH2:26]([N:33]1[C:38](=[O:39])[C:37]([C:40]([O:42]C)=[O:41])=[CH:36][C:35]([C:44]2[CH:49]=[CH:48][C:47]([F:50])=[C:46]([CH3:51])[CH:45]=2)=[N:34]1)[C:27]1[CH:32]=[CH:31][CH:30]=[CH:29][CH:28]=1. No catalyst specified. The product is [CH2:26]([N:33]1[C:38](=[O:39])[C:37]([C:40]([OH:42])=[O:41])=[CH:36][C:35]([C:44]2[CH:49]=[CH:48][C:47]([F:50])=[C:46]([CH3:51])[CH:45]=2)=[N:34]1)[C:27]1[CH:32]=[CH:31][CH:30]=[CH:29][CH:28]=1. The yield is 0.652. (2) The reactants are [C:1]([N:5]1[C:9](/[CH:10]=[CH:11]/[C:12]2[CH:17]=[CH:16][C:15]([O:18][CH3:19])=[CH:14][CH:13]=2)=[C:8]([C:20]([NH2:22])=[O:21])[CH:7]=[N:6]1)([CH3:4])([CH3:3])[CH3:2].[H][H]. The catalyst is C1COCC1.C(O)C.[C].[Pd]. The product is [C:1]([N:5]1[C:9]([CH2:10][CH2:11][C:12]2[CH:13]=[CH:14][C:15]([O:18][CH3:19])=[CH:16][CH:17]=2)=[C:8]([C:20]([NH2:22])=[O:21])[CH:7]=[N:6]1)([CH3:4])([CH3:2])[CH3:3]. The yield is 0.990. (3) The reactants are CC([O-])(C)C.[Na+].Cl[C:8]1[CH:13]=[CH:12][C:11]([CH3:14])=[CH:10][CH:9]=1.[CH3:15][CH:16]([CH3:20])[C:17](=[O:19])[CH3:18].[C:21]1([CH3:27])[CH:26]=[CH:25][CH:24]=[CH:23][CH:22]=1. The catalyst is C1C=CC(/C=C/C(/C=C/C2C=CC=CC=2)=O)=CC=1.C1C=CC(/C=C/C(/C=C/C2C=CC=CC=2)=O)=CC=1.C1C=CC(/C=C/C(/C=C/C2C=CC=CC=2)=O)=CC=1.[Pd].[Pd]. The product is [CH3:27][C:21]1[CH:26]=[CH:25][C:24]([CH:18]([C:8]2[CH:13]=[CH:12][C:11]([CH3:14])=[CH:10][CH:9]=2)[C:17](=[O:19])[CH:16]([CH3:20])[CH3:15])=[CH:23][CH:22]=1. The yield is 0.790. (4) The reactants are [CH3:1][O:2][C:3]([C:5]1[CH:6]=[C:7]([CH:11]=[CH:12][CH:13]=1)[C:8](O)=[O:9])=[O:4].[CH3:14][S:15]([NH2:18])(=[O:17])=[O:16].CN(C(ON1N=NC2C=CC=NC1=2)=[N+](C)C)C.F[P-](F)(F)(F)(F)F.C(N(C(C)C)CC)(C)C.[Cl-].[NH4+]. The catalyst is C(Cl)Cl. The product is [CH3:14][S:15]([NH:18][C:8]([C:7]1[CH:6]=[C:5]([CH:13]=[CH:12][CH:11]=1)[C:3]([O:2][CH3:1])=[O:4])=[O:9])(=[O:17])=[O:16]. The yield is 0.970. (5) The catalyst is C(Cl)Cl. The reactants are C(Cl)(=O)C(Cl)=O.CS(C)=O.[C:11]([O:15][C:16]([NH:18][C@:19]([CH3:26])([C:22]([O:24][CH3:25])=[O:23])[CH2:20][OH:21])=[O:17])([CH3:14])([CH3:13])[CH3:12].CCN(CC)CC. The product is [C:11]([O:15][C:16]([NH:18][C:19]([CH3:26])([CH:20]=[O:21])[C:22]([O:24][CH3:25])=[O:23])=[O:17])([CH3:14])([CH3:13])[CH3:12]. The yield is 0.490. (6) The reactants are [C:1]([O:11][C:12]([C:15]([CH2:18][CH2:19]I)([F:17])[F:16])([F:14])[F:13])([C:4]([C:7]([F:10])([F:9])[F:8])([F:6])[F:5])([F:3])[F:2].CNC=[O:24].O. The catalyst is CCOCC. The product is [C:1]([O:11][C:12]([C:15]([CH2:18][CH2:19][OH:24])([F:17])[F:16])([F:14])[F:13])([C:4]([C:7]([F:10])([F:9])[F:8])([F:6])[F:5])([F:3])[F:2]. The yield is 0.850.